This data is from Reaction yield outcomes from USPTO patents with 853,638 reactions. The task is: Predict the reaction yield, written as a fraction of the theoretical maximum amount of product (1.0 means a 100% yield; for example, 0.34 means a 34% yield). The reactants are [CH2:1]([O:3][P:4]([CH2:9][C:10]1[S:14][C:13]([NH:15]C(OC(C)(C)C)=O)=[N:12][CH:11]=1)(=[O:8])[O:5][CH2:6][CH3:7])[CH3:2].C(O)(C(F)(F)F)=O. The catalyst is C(Cl)Cl. The product is [CH2:1]([O:3][P:4]([CH2:9][C:10]1[S:14][C:13]([NH2:15])=[N:12][CH:11]=1)(=[O:8])[O:5][CH2:6][CH3:7])[CH3:2]. The yield is 0.447.